From a dataset of Reaction yield outcomes from USPTO patents with 853,638 reactions. Predict the reaction yield, written as a fraction of the theoretical maximum amount of product (1.0 means a 100% yield; for example, 0.34 means a 34% yield). (1) The reactants are F[C:2]1[CH:7]=[C:6]([F:8])[CH:5]=[CH:4][C:3]=1[N+:9]([O-:11])=[O:10].[Cl:12][C:13]1[CH:14]=[C:15]([CH:18]=[CH:19][CH:20]=1)[CH2:16][NH2:17].C(N(CC)C(C)C)(C)C. The catalyst is C(#N)C. The product is [Cl:12][C:13]1[CH:14]=[C:15]([CH:18]=[CH:19][CH:20]=1)[CH2:16][NH:17][C:2]1[CH:7]=[C:6]([F:8])[CH:5]=[CH:4][C:3]=1[N+:9]([O-:11])=[O:10]. The yield is 0.950. (2) The reactants are Br[CH2:2][C:3]1[CH:4]=[C:5]([C:9]2[C:13]3[N:14]=[CH:15][NH:16][C:17](=[O:18])[C:12]=3[S:11][N:10]=2)[CH:6]=[CH:7][CH:8]=1.O.C(=O)([O-])[O-:21].[Ca+2]. The catalyst is O1CCOCC1. The product is [OH:21][CH2:2][C:3]1[CH:4]=[C:5]([C:9]2[C:13]3[N:14]=[CH:15][NH:16][C:17](=[O:18])[C:12]=3[S:11][N:10]=2)[CH:6]=[CH:7][CH:8]=1. The yield is 0.620. (3) The reactants are [Cl-].[Cl:2][C:3]1[C:12]2[C:7](=[CH:8][CH:9]=[CH:10][CH:11]=2)[CH:6]=[CH:5][C:4]=1[NH:13][CH2:14][CH2:15][NH3+:16].[Cl:17][C:18]1[O:22][C:21]([CH:23]=O)=[CH:20][CH:19]=1. No catalyst specified. The product is [Cl:17][C:18]1[O:22][C:21]([CH2:23][NH:16][CH2:15][CH2:14][NH:13][C:4]2[CH:5]=[CH:6][C:7]3[C:12](=[CH:11][CH:10]=[CH:9][CH:8]=3)[C:3]=2[Cl:2])=[CH:20][CH:19]=1. The yield is 0.670.